This data is from Peptide-MHC class II binding affinity with 134,281 pairs from IEDB. The task is: Regression. Given a peptide amino acid sequence and an MHC pseudo amino acid sequence, predict their binding affinity value. This is MHC class II binding data. (1) The peptide sequence is NLADAVSKAPQLVPK. The MHC is HLA-DPA10201-DPB10101 with pseudo-sequence HLA-DPA10201-DPB10101. The binding affinity (normalized) is 0.127. (2) The peptide sequence is KKGAGGITIKKTGQA. The MHC is DRB3_0202 with pseudo-sequence DRB3_0202. The binding affinity (normalized) is 0. (3) The peptide sequence is REALAQTHSAIAVII. The MHC is HLA-DPA10103-DPB10201 with pseudo-sequence HLA-DPA10103-DPB10201. The binding affinity (normalized) is 0.417. (4) The peptide sequence is EISTNIRQA. The MHC is DRB1_0405 with pseudo-sequence DRB1_0405. The binding affinity (normalized) is 0.114.